Dataset: Peptide-MHC class I binding affinity with 185,985 pairs from IEDB/IMGT. Task: Regression. Given a peptide amino acid sequence and an MHC pseudo amino acid sequence, predict their binding affinity value. This is MHC class I binding data. (1) The peptide sequence is VSHFYFGAY. The MHC is HLA-A29:02 with pseudo-sequence HLA-A29:02. The binding affinity (normalized) is 0.635. (2) The peptide sequence is YQVPFVQAF. The MHC is HLA-A01:01 with pseudo-sequence HLA-A01:01. The binding affinity (normalized) is 0.213. (3) The peptide sequence is VTECKLIYY. The MHC is HLA-A03:01 with pseudo-sequence HLA-A03:01. The binding affinity (normalized) is 0.0847. (4) The MHC is HLA-B46:01 with pseudo-sequence HLA-B46:01. The binding affinity (normalized) is 0.0847. The peptide sequence is ESLLHQASW. (5) The peptide sequence is PITAYAQQTR. The MHC is Patr-A0101 with pseudo-sequence Patr-A0101. The binding affinity (normalized) is 0.193. (6) The peptide sequence is IRQAGVQY. The MHC is HLA-B51:01 with pseudo-sequence HLA-B51:01. The binding affinity (normalized) is 0.